Task: Predict the reactants needed to synthesize the given product.. Dataset: Full USPTO retrosynthesis dataset with 1.9M reactions from patents (1976-2016) (1) Given the product [O:9]1[CH2:10][CH2:11][O:12][CH:8]1[C:6]1[CH:7]=[C:2]([N:19]2[CH2:24][CH2:23][O:22][CH2:21][CH2:20]2)[CH:3]=[CH:4][C:5]=1[N+:13]([O-:15])=[O:14], predict the reactants needed to synthesize it. The reactants are: Cl[C:2]1[CH:3]=[CH:4][C:5]([N+:13]([O-:15])=[O:14])=[C:6]([CH:8]2[O:12][CH2:11][CH2:10][O:9]2)[CH:7]=1.ClCCl.[NH:19]1[CH2:24][CH2:23][O:22][CH2:21][CH2:20]1. (2) Given the product [CH3:1][C:2]1[CH:3]=[C:4]([CH:14]=[CH:15][C:16]=1[CH:17]([NH:21][C:22]1[CH:23]=[N:24][C:25]([N:28]2[CH:32]=[C:31]([C:33]([F:35])([F:36])[F:34])[CH:30]=[N:29]2)=[CH:26][CH:27]=1)[CH2:18][CH2:19][CH3:20])[C:5]([NH:7][CH2:8][CH2:9][C:10]([OH:12])=[O:11])=[O:6], predict the reactants needed to synthesize it. The reactants are: [CH3:1][C:2]1[CH:3]=[C:4]([CH:14]=[CH:15][C:16]=1[CH:17]([NH:21][C:22]1[CH:23]=[N:24][C:25]([N:28]2[CH:32]=[C:31]([C:33]([F:36])([F:35])[F:34])[CH:30]=[N:29]2)=[CH:26][CH:27]=1)[CH2:18][CH2:19][CH3:20])[C:5]([NH:7][CH2:8][CH2:9][C:10]([O:12]C)=[O:11])=[O:6].C(=O)=O.C(O)C. (3) Given the product [N:5]([C:6]1[CH:7]=[CH:8][C:9]([CH2:10][NH:11][C:12](=[O:17])[C:13]([CH3:15])([CH3:16])[CH3:14])=[CH:18][CH:19]=1)=[C:1]=[O:2], predict the reactants needed to synthesize it. The reactants are: [C:1](Cl)(Cl)=[O:2].[NH2:5][C:6]1[CH:19]=[CH:18][C:9]([CH2:10][NH:11][C:12](=[O:17])[C:13]([CH3:16])([CH3:15])[CH3:14])=[CH:8][CH:7]=1.C(N(CC)CC)C. (4) Given the product [Cl:9][C:10]1[C:15]([N+:16]([O-:18])=[O:17])=[C:14]([NH:1][CH2:2][CH2:3][CH2:4][CH2:5][CH2:6][CH2:7][OH:8])[C:13]([CH3:20])=[C:12]([CH3:21])[N:11]=1, predict the reactants needed to synthesize it. The reactants are: [NH2:1][CH2:2][CH2:3][CH2:4][CH2:5][CH2:6][CH2:7][OH:8].[Cl:9][C:10]1[C:15]([N+:16]([O-:18])=[O:17])=[C:14](Cl)[C:13]([CH3:20])=[C:12]([CH3:21])[N:11]=1. (5) Given the product [Cl:28][C:20]1[C:19]2[C:18]([S:15]([N:12]3[CH2:13][CH2:14][CH:10]([NH:8][CH3:6])[CH2:11]3)(=[O:16])=[O:17])=[CH:27][CH:26]=[CH:25][C:24]=2[CH:23]=[N:22][CH:21]=1.[ClH:29], predict the reactants needed to synthesize it. The reactants are: C(O[C:6]([N:8]([CH:10]1[CH2:14][CH2:13][N:12]([S:15]([C:18]2[C:19]3[C:20]([Cl:28])=[CH:21][N:22]=[CH:23][C:24]=3[CH:25]=[CH:26][CH:27]=2)(=[O:17])=[O:16])[CH2:11]1)C)=O)(C)(C)C.[Cl:29]C1C2C(S(Cl)(=O)=O)=CC=CC=2C=NC=1.C(OC(N(C1CCNC1)C)=O)(C)(C)C.BrC1C2C(S(Cl)(=O)=O)=CC=CC=2C=NC=1.C(OC(N([C@H]1CCNC1)C)=O)(C)(C)C. (6) Given the product [C:1]([O:7][CH2:8][CH:9]([C:18]1[C:27]([CH3:28])=[CH:26][C:25]2[C:20](=[CH:21][CH:22]=[CH:23][CH:24]=2)[C:19]=1[Cl:29])[O:10][C:11]([CH3:17])([CH3:16])[CH:12]([F:14])[F:13])(=[O:6])[C:2]([CH3:5])([CH3:3])[CH3:4], predict the reactants needed to synthesize it. The reactants are: [C:1]([O:7][CH2:8][CH:9]([C:18]1[C:27]([CH3:28])=[CH:26][C:25]2[C:20](=[CH:21][CH:22]=[CH:23][CH:24]=2)[C:19]=1[Cl:29])[O:10][C:11]([CH3:17])([CH3:16])[C:12](F)([F:14])[F:13])(=[O:6])[C:2]([CH3:5])([CH3:4])[CH3:3].ClC1C2C(=CC=CC=2)C=C(C)C=1C(OC(C)(C)C(F)F)CO. (7) Given the product [Cl:23][C:2]1[C:3]2[C:4]3[CH2:5][CH:6]([CH2:15][C:16]([O:18][CH2:19][CH3:20])=[O:17])[CH2:7][CH2:8][C:9]=3[S:10][C:11]=2[N:12]=[CH:13][N:14]=1, predict the reactants needed to synthesize it. The reactants are: O[C:2]1[C:3]2[C:4]3[CH2:5][CH:6]([CH2:15][C:16]([O:18][CH2:19][CH3:20])=[O:17])[CH2:7][CH2:8][C:9]=3[S:10][C:11]=2[N:12]=[CH:13][N:14]=1.O=P(Cl)(Cl)[Cl:23].